Dataset: Forward reaction prediction with 1.9M reactions from USPTO patents (1976-2016). Task: Predict the product of the given reaction. (1) Given the reactants [Cl:1][C:2]1[CH:7]=[CH:6][C:5]([C:8]2[CH:9]=[N:10][CH:11]=[C:12]3[C:17]=2[N:16]=[C:15]([C:18]([OH:20])=O)[CH:14]=[CH:13]3)=[CH:4][CH:3]=1.C(N(CC)C(C)C)(C)C.F[P-](F)(F)(F)(F)F.N1(OC(N(C)C)=[N+](C)C)C2N=CC=CC=2N=N1.[CH3:54][N:55]1[CH2:60][CH2:59][NH:58][CH2:57][CH2:56]1, predict the reaction product. The product is: [Cl:1][C:2]1[CH:3]=[CH:4][C:5]([C:8]2[CH:9]=[N:10][CH:11]=[C:12]3[C:17]=2[N:16]=[C:15]([C:18]([N:58]2[CH2:59][CH2:60][N:55]([CH3:54])[CH2:56][CH2:57]2)=[O:20])[CH:14]=[CH:13]3)=[CH:6][CH:7]=1. (2) The product is: [F:68][C:59]1[CH:60]=[CH:61][C:62]([C:64]([F:65])([F:67])[F:66])=[CH:63][C:58]=1[O:57][CH:54]1[CH2:55][CH2:56][N:51]([C:49](=[O:50])[CH2:48][NH:47][C:21]([C:18]2[CH:17]=[C:16]([C:10]3[CH:11]=[CH:12][CH:13]=[CH:14][CH:15]=3)[NH:20][N:19]=2)=[O:23])[CH2:52][CH2:53]1. Given the reactants CCN(C(C)C)C(C)C.[C:10]1([C:16]2[NH:20][N:19]=[C:18]([C:21]([OH:23])=O)[CH:17]=2)[CH:15]=[CH:14][CH:13]=[CH:12][CH:11]=1.C1C=CC2N(O)N=NC=2C=1.CCN=C=NCCCN(C)C.Cl.Cl.[NH2:47][CH2:48][C:49]([N:51]1[CH2:56][CH2:55][CH:54]([O:57][C:58]2[CH:63]=[C:62]([C:64]([F:67])([F:66])[F:65])[CH:61]=[CH:60][C:59]=2[F:68])[CH2:53][CH2:52]1)=[O:50], predict the reaction product. (3) The product is: [CH3:38][O:39][C:40](=[O:74])[CH2:41][C@H:42]([O:66][Si:67]([C:70]([CH3:71])([CH3:72])[CH3:73])([CH3:68])[CH3:69])[CH2:43][C:44](=[O:65])[CH:45]=[CH:75][C:16]1[N:15]([CH:35]([CH3:36])[CH3:37])[C:14]([C:12](=[O:13])[NH:11][C:8]2[CH:9]=[CH:10][C:5]([S:1](=[O:4])(=[O:3])[NH2:2])=[CH:6][CH:7]=2)=[C:18]([C:19]2[CH:24]=[CH:23][C:22]([F:25])=[CH:21][CH:20]=2)[C:17]=1[C:26]1[CH:31]=[CH:30][C:29]([F:32])=[CH:28][CH:27]=1. Given the reactants [S:1]([C:5]1[CH:10]=[CH:9][C:8]([NH:11][C:12]([C:14]2[N:15]([CH:35]([CH3:37])[CH3:36])[C:16](C=O)=[C:17]([C:26]3[CH:31]=[CH:30][C:29]([F:32])=[CH:28][CH:27]=3)[C:18]=2[C:19]2[CH:24]=[CH:23][C:22]([F:25])=[CH:21][CH:20]=2)=[O:13])=[CH:7][CH:6]=1)(=[O:4])(=[O:3])[NH2:2].[CH3:38][O:39][C:40](=[O:74])[CH2:41][CH:42]([O:66][Si:67]([C:70]([CH3:73])([CH3:72])[CH3:71])([CH3:69])[CH3:68])[CH2:43][C:44](=[O:65])[CH:45]=P(C1C=CC=CC=1)(C1C=CC=CC=1)C1C=CC=CC=1.[C:75]1(C)C=CC=CC=1, predict the reaction product. (4) Given the reactants [CH3:1][O:2][CH2:3][CH:4]1[CH2:9][CH2:8][CH:7]([CH:10]2[CH2:19][CH2:18][C:13]3(OCC[O:14]3)[CH2:12][CH2:11]2)[CH2:6][CH2:5]1.C(O)(C(F)(F)F)=O, predict the reaction product. The product is: [CH3:1][O:2][CH2:3][CH:4]1[CH2:5][CH2:6][CH:7]([CH:10]2[CH2:19][CH2:18][C:13](=[O:14])[CH2:12][CH2:11]2)[CH2:8][CH2:9]1. (5) Given the reactants [CH2:1]([O:3][C:4](=[O:13])[CH2:5][C:6]1[CH:11]=[CH:10][C:9]([NH2:12])=[CH:8][CH:7]=1)[CH3:2].C(N(CC)CC)C.[I:21]Cl, predict the reaction product. The product is: [CH2:1]([O:3][C:4](=[O:13])[CH2:5][C:6]1[CH:7]=[CH:8][C:9]([NH2:12])=[C:10]([I:21])[CH:11]=1)[CH3:2]. (6) The product is: [NH2:22][C:19]1[CH:18]=[CH:17][C:16]([O:15][CH2:14][CH2:13][CH2:12][NH:11][C:9](=[O:10])[CH2:8][O:7][CH2:6][C:5]2[CH:25]=[CH:26][C:2]([F:1])=[CH:3][CH:4]=2)=[CH:21][CH:20]=1. Given the reactants [F:1][C:2]1[CH:26]=[CH:25][C:5]([CH2:6][O:7][CH2:8][C:9]([NH:11][CH2:12][CH2:13][CH2:14][O:15][C:16]2[CH:21]=[CH:20][C:19]([N+:22]([O-])=O)=[CH:18][CH:17]=2)=[O:10])=[CH:4][CH:3]=1.NC1C=CC(CCCNC(=O)COCC2C=CC(F)=CC=2)=CC=1, predict the reaction product. (7) Given the reactants N#N.[N+:3]([C:6]1[C:11]([O:12][CH3:13])=[CH:10][CH:9]=[CH:8][C:7]=1[CH:14](O)[CH:15]([N+:17]([O-:19])=[O:18])[CH3:16])([O-:5])=[O:4].C(OC(=O)C)(=O)C.C1OCCOCCOCCOCCOCCOC1.[F-].[K+], predict the reaction product. The product is: [N+:3]([C:6]1[C:11]([O:12][CH3:13])=[CH:10][CH:9]=[CH:8][C:7]=1[CH:14]=[C:15]([N+:17]([O-:19])=[O:18])[CH3:16])([O-:5])=[O:4].